Dataset: Forward reaction prediction with 1.9M reactions from USPTO patents (1976-2016). Task: Predict the product of the given reaction. (1) Given the reactants [CH3:1][O:2][C:3]1[CH:8]=[C:7]([O:9][CH3:10])[CH:6]=[CH:5][C:4]=1[CH2:11][NH:12][C:13]1[N:18]=[CH:17][C:16]([C:19]([O:21]C)=[O:20])=[C:15]([O:23][CH3:24])[CH:14]=1.[OH-].[K+], predict the reaction product. The product is: [CH3:1][O:2][C:3]1[CH:8]=[C:7]([O:9][CH3:10])[CH:6]=[CH:5][C:4]=1[CH2:11][NH:12][C:13]1[N:18]=[CH:17][C:16]([C:19]([OH:21])=[O:20])=[C:15]([O:23][CH3:24])[CH:14]=1. (2) Given the reactants [CH:1]1([NH2:7])[CH2:6][CH2:5][CH2:4][CH2:3][CH2:2]1.[CH3:8][C:9]([CH3:40])([CH3:39])[CH2:10][NH:11][C:12]([C:14]1[CH:19]=[CH:18][C:17]([C:20]2[C:25]([CH3:26])=[C:24]([F:27])[CH:23]=[C:22]([C:28](O)=[O:29])[CH:21]=2)=[C:16]([C:31]([NH:33][C:34]2[S:35][CH:36]=[CH:37][N:38]=2)=[O:32])[CH:15]=1)=[O:13].Cl.CN(C)CCCN=C=NCC, predict the reaction product. The product is: [CH:1]1([NH:7][C:28]([C:22]2[CH:21]=[C:20]([C:17]3[C:16]([C:31]([NH:33][C:34]4[S:35][CH:36]=[CH:37][N:38]=4)=[O:32])=[CH:15][C:14]([C:12]([NH:11][CH2:10][C:9]([CH3:40])([CH3:39])[CH3:8])=[O:13])=[CH:19][CH:18]=3)[C:25]([CH3:26])=[C:24]([F:27])[CH:23]=2)=[O:29])[CH2:6][CH2:5][CH2:4][CH2:3][CH2:2]1. (3) Given the reactants [CH:1]1([N:6]2[C:14]3[C:9](=[CH:10][C:11](F)=[C:12]([CH3:15])[CH:13]=3)[C:8]([C:17]#[N:18])=[CH:7]2)[CH2:5][CH2:4][CH2:3]C1.[B:19](OC(C)C)([O:24]C(C)C)[O:20]C(C)C.[Li+].[CH3:33][CH:34]([N-]C(C)C)C, predict the reaction product. The product is: [C:17]([C:8]1[C:9]2[C:14](=[CH:13][C:12]([CH:15]3[CH2:34][CH2:33]3)=[CH:11][CH:10]=2)[N:6]([CH:1]2[CH2:3][CH2:4][CH2:5]2)[C:7]=1[B:19]([OH:24])[OH:20])#[N:18]. (4) The product is: [CH2:1]([O:8][C:9]1[C:14]([Cl:15])=[CH:13][C:12]([C:16]([N:18]2[C:23]3[CH:24]=[CH:25][CH:26]=[CH:27][C:22]=3[O:21][CH2:20][CH2:19]2)=[S:38])=[CH:11][C:10]=1[Cl:28])[C:2]1[CH:7]=[CH:6][CH:5]=[CH:4][CH:3]=1. Given the reactants [CH2:1]([O:8][C:9]1[C:14]([Cl:15])=[CH:13][C:12]([C:16]([N:18]2[C:23]3[CH:24]=[CH:25][CH:26]=[CH:27][C:22]=3[O:21][CH2:20][CH2:19]2)=O)=[CH:11][C:10]=1[Cl:28])[C:2]1[CH:7]=[CH:6][CH:5]=[CH:4][CH:3]=1.COC1C=CC(P2(SP(C3C=CC(OC)=CC=3)(=S)S2)=[S:38])=CC=1, predict the reaction product. (5) Given the reactants [CH:1]1[CH:6]=[CH:5][C:4]([C@H:7]([NH2:11])[C:8]([NH2:10])=[O:9])=[CH:3][CH:2]=1.[CH2:12]1[CH2:18][S:15](=[O:17])(=[O:16])[O:14][CH2:13]1, predict the reaction product. The product is: [NH2:10][C:8](=[O:9])[C@@H:7]([NH:11][CH2:13][CH2:12][CH2:18][S:15]([OH:17])(=[O:16])=[O:14])[C:4]1[CH:3]=[CH:2][CH:1]=[CH:6][CH:5]=1. (6) Given the reactants [ClH:1].Cl.[NH2:3][C:4]1[CH:23]=[CH:22][C:7]2[CH:8]=[C:9]([C:11]([NH:13][C@@H:14]3[CH:19]4[CH2:20][CH2:21][N:16]([CH2:17][CH2:18]4)[CH2:15]3)=[O:12])[S:10][C:6]=2[CH:5]=1.C(N(CC)CC)C.[C:31]([C:33]1[CH:34]=[C:35]([N:39]=[C:40]=[O:41])[CH:36]=[CH:37][CH:38]=1)#[N:32], predict the reaction product. The product is: [ClH:1].[N:16]12[CH2:21][CH2:20][CH:19]([CH2:18][CH2:17]1)[C@@H:14]([NH:13][C:11]([C:9]1[S:10][C:6]3[CH:5]=[C:4]([NH:3][C:40]([NH:39][C:35]4[CH:36]=[CH:37][CH:38]=[C:33]([C:31]#[N:32])[CH:34]=4)=[O:41])[CH:23]=[CH:22][C:7]=3[CH:8]=1)=[O:12])[CH2:15]2. (7) Given the reactants [OH-].[K+].[F:3][C:4]1[C:11]([O:12][CH3:13])=[CH:10][CH:9]=[CH:8][C:5]=1[CH:6]=O.[CH:14](=[O:16])[CH3:15], predict the reaction product. The product is: [F:3][C:4]1[C:11]([O:12][CH3:13])=[CH:10][CH:9]=[CH:8][C:5]=1/[CH:6]=[CH:15]/[CH:14]=[O:16].